Dataset: Reaction yield outcomes from USPTO patents with 853,638 reactions. Task: Predict the reaction yield, written as a fraction of the theoretical maximum amount of product (1.0 means a 100% yield; for example, 0.34 means a 34% yield). (1) The reactants are [C:1]([C:3]1[CH:19]=[CH:18][C:6]([O:7][C:8]2[CH:9]=[CH:10][C:11]3[B:15]([OH:16])[O:14][CH2:13][C:12]=3[CH:17]=2)=[CH:5][CH:4]=1)#[N:2].[N-:20]=[N+:21]=[N-:22].[Na+].[Cl-].[NH4+].O. The catalyst is CN(C)C=O. The product is [NH:20]1[C:1]([C:3]2[CH:19]=[CH:18][C:6]([O:7][C:8]3[CH:9]=[CH:10][C:11]4[B:15]([OH:16])[O:14][CH2:13][C:12]=4[CH:17]=3)=[CH:5][CH:4]=2)=[N:2][N:22]=[N:21]1. The yield is 0.230. (2) The reactants are Cl[CH2:2][CH2:3][CH2:4][C:5]#[C:6][C:7]1[CH:12]=[CH:11][CH:10]=[CH:9][N:8]=1.[CH3:13][N:14]1[C:18]2[CH:19]=[CH:20][CH:21]=[CH:22][C:17]=2[NH:16][C:15]1=[O:23].C([O-])([O-])=O.[K+].[K+]. The catalyst is CN(C=O)C. The product is [CH3:13][N:14]1[C:18]2[CH:19]=[CH:20][CH:21]=[CH:22][C:17]=2[N:16]([CH2:2][CH2:3][CH2:4][C:5]#[C:6][C:7]2[CH:12]=[CH:11][CH:10]=[CH:9][N:8]=2)[C:15]1=[O:23]. The yield is 0.430. (3) The reactants are B1(C)OC(C2C=CC=CC=2)(C2C=CC=CC=2)[C@@H]2N1CCC2.CSC.B.[F:26][C:27]1[CH:28]=[C:29]([C:34](=[O:40])[CH2:35][CH2:36][N+:37]([O-:39])=[O:38])[CH:30]=[CH:31][C:32]=1[F:33].CO. The catalyst is O1CCCC1. The product is [F:26][C:27]1[CH:28]=[C:29]([C@H:34]([OH:40])[CH2:35][CH2:36][N+:37]([O-:39])=[O:38])[CH:30]=[CH:31][C:32]=1[F:33]. The yield is 0.990. (4) The reactants are O1[C@@H:11]2[C@@:2]1([OH:17])[C:3]([CH3:16])([CH3:15])[O:4][C:5]1[C:10]2=[CH:9][CH:8]=[C:7]([N+:12]([O-:14])=[O:13])[CH:6]=1.Cl([O-])(=O)(=O)=O.[Li+].[F:24][C:25]1[CH:33]=[CH:32][C:28]([CH2:29][CH2:30][NH2:31])=[CH:27][CH:26]=1.C(O)(=O)/C=C\C(O)=O. The catalyst is O1CCOCC1.C(OCC)(=O)C.C(O)C. The product is [F:24][C:25]1[CH:33]=[CH:32][C:28]([CH2:29][CH2:30][NH:31][C@H:11]2[C:10]3[C:5](=[CH:6][C:7]([N+:12]([O-:14])=[O:13])=[CH:8][CH:9]=3)[O:4][C:3]([CH3:15])([CH3:16])[C@@H:2]2[OH:17])=[CH:27][CH:26]=1. The yield is 0.810. (5) The reactants are [CH3:1][C:2]([CH3:15])([CH3:14])[CH2:3][NH:4][C:5](=[O:13])[C:6]1[CH:11]=[CH:10][C:9]([OH:12])=[N:8][CH:7]=1.[CH3:16][N:17]([C:21]1[CH:26]=[CH:25][CH:24]=[CH:23][CH:22]=1)[C:18](Cl)=[O:19].N12CCN(CC1)CC2. The catalyst is O1CCCC1. The product is [CH3:1][C:2]([CH3:15])([CH3:14])[CH2:3][NH:4][C:5]([C:6]1[CH:11]=[CH:10][C:9]([O:12][C:18](=[O:19])[N:17]([CH3:16])[C:21]2[CH:26]=[CH:25][CH:24]=[CH:23][CH:22]=2)=[N:8][CH:7]=1)=[O:13]. The yield is 0.520. (6) The reactants are [CH3:1][C:2]1[CH:7]=[C:6]([CH3:8])[NH:5][C:4](=[O:9])[C:3]=1[CH2:10][NH:11][C:12](=[O:33])[C:13]1[CH:18]=[C:17]([N:19]2[CH2:24][CH2:23][CH2:22][CH2:21][CH2:20]2)[N:16]=[C:15]([C:25]2[CH:30]=[CH:29][C:28]([CH:31]=O)=[CH:27][CH:26]=2)[CH:14]=1.[CH3:34][NH:35][CH3:36].C(O)(=O)C.C([BH3-])#N.[Na+]. The catalyst is CO. The product is [CH3:1][C:2]1[CH:7]=[C:6]([CH3:8])[NH:5][C:4](=[O:9])[C:3]=1[CH2:10][NH:11][C:12](=[O:33])[C:13]1[CH:18]=[C:17]([N:19]2[CH2:20][CH2:21][CH2:22][CH2:23][CH2:24]2)[N:16]=[C:15]([C:25]2[CH:30]=[CH:29][C:28]([CH2:31][N:35]([CH3:36])[CH3:34])=[CH:27][CH:26]=2)[CH:14]=1. The yield is 0.790.